From a dataset of Full USPTO retrosynthesis dataset with 1.9M reactions from patents (1976-2016). Predict the reactants needed to synthesize the given product. (1) The reactants are: [CH2:1]([OH:4])[C:2]#[CH:3].C(NC(C)C)(C)C.Br[C:13]1[CH:18]=[C:17]([C:19]([O:21][CH3:22])=[O:20])[N:16]=[C:15]([C:23]([O:25][CH3:26])=[O:24])[CH:14]=1. Given the product [OH:4][CH2:1][C:2]#[C:3][C:13]1[CH:14]=[C:15]([C:23]([O:25][CH3:26])=[O:24])[N:16]=[C:17]([C:19]([O:21][CH3:22])=[O:20])[CH:18]=1, predict the reactants needed to synthesize it. (2) Given the product [CH2:14]([C:18]1[CH:19]=[C:20]([C:7]2[N:8]=[C:3]([C:2]([F:1])([F:13])[F:12])[C:4]([C:9]([NH2:37])=[O:11])=[N:5][CH:6]=2)[CH:22]=[CH:23][C:24]=1[CH:25]([C:30]([F:31])([F:32])[F:33])[C:26]([F:27])([F:28])[F:29])[CH:15]([CH3:17])[CH3:16], predict the reactants needed to synthesize it. The reactants are: [F:1][C:2]([F:13])([F:12])[C:3]1[C:4]([C:9]([OH:11])=O)=[N:5][CH:6]=[CH:7][N:8]=1.[CH2:14]([C:18]1[CH:19]=[C:20]([CH:22]=[CH:23][C:24]=1[CH:25]([C:30]([F:33])([F:32])[F:31])[C:26]([F:29])([F:28])[F:27])N)[CH:15]([CH3:17])[CH3:16].[I-].ClC1C=CC=C[N+:37]=1C.C(N(CC)CC)C.